Dataset: CYP2C19 inhibition data for predicting drug metabolism from PubChem BioAssay. Task: Regression/Classification. Given a drug SMILES string, predict its absorption, distribution, metabolism, or excretion properties. Task type varies by dataset: regression for continuous measurements (e.g., permeability, clearance, half-life) or binary classification for categorical outcomes (e.g., BBB penetration, CYP inhibition). Dataset: cyp2c19_veith. (1) The drug is CCC1(CC)C(=O)C=CNC1=O. The result is 0 (non-inhibitor). (2) The molecule is N[C@@H](Cc1cc(Br)c(O)c(Br)c1)C(=O)O. The result is 0 (non-inhibitor). (3) The molecule is CCCCOC(=O)c1ccc(O)cc1. The result is 1 (inhibitor). (4) The molecule is COc1ccc(-c2nc3cnc(OC)nc3n(Cc3ccc(F)cc3)c2=O)cc1. The result is 0 (non-inhibitor). (5) The molecule is CCN(CC)CCNC(=O)C(C)c1nn(C)c(=O)c2ccccc12. The result is 0 (non-inhibitor).